From a dataset of Reaction yield outcomes from USPTO patents with 853,638 reactions. Predict the reaction yield, written as a fraction of the theoretical maximum amount of product (1.0 means a 100% yield; for example, 0.34 means a 34% yield). (1) The reactants are [N+:1]([C:4]1[CH:13]=[C:12]2[C:7]([CH2:8][CH2:9][CH2:10][C:11]2=[O:14])=[CH:6][CH:5]=1)([O-:3])=[O:2].[BH4-].[Na+]. The catalyst is CO. The product is [N+:1]([C:4]1[CH:13]=[C:12]2[C:7]([CH2:8][CH2:9][CH2:10][CH:11]2[OH:14])=[CH:6][CH:5]=1)([O-:3])=[O:2]. The yield is 0.800. (2) The reactants are Br[C:2]1[N:6]([CH2:7][C:8]2[CH:13]=[CH:12][C:11]([O:14][CH3:15])=[CH:10][CH:9]=2)[N:5]=[CH:4][C:3]=1[C:16]([N:18]([O:20][CH3:21])[CH3:19])=[O:17].N#N.[CH3:24][O:25][CH2:26][C@@H:27]([NH2:29])[CH3:28].C([O-])([O-])=O.[Cs+].[Cs+].CC1(C)C2C(=C(P(C3C=CC=CC=3)C3C=CC=CC=3)C=CC=2)OC2C(P(C3C=CC=CC=3)C3C=CC=CC=3)=CC=CC1=2. The catalyst is O1CCOCC1.C1C=CC(/C=C/C(/C=C/C2C=CC=CC=2)=O)=CC=1.C1C=CC(/C=C/C(/C=C/C2C=CC=CC=2)=O)=CC=1.C1C=CC(/C=C/C(/C=C/C2C=CC=CC=2)=O)=CC=1.[Pd].[Pd]. The product is [CH3:21][O:20][N:18]([CH3:19])[C:16]([C:3]1[CH:4]=[N:5][N:6]([CH2:7][C:8]2[CH:13]=[CH:12][C:11]([O:14][CH3:15])=[CH:10][CH:9]=2)[C:2]=1[NH:29][C@@H:27]([CH3:28])[CH2:26][O:25][CH3:24])=[O:17]. The yield is 0.740. (3) The product is [Br:26][C:27]1[CH:35]=[CH:34][CH:33]=[C:32]2[C:28]=1[CH2:29][CH2:30][C@@H:31]2[OH:36]. The yield is 0.620. The catalyst is C(Cl)Cl. The reactants are B1(C)OC(C2C=CC=CC=2)(C2C=CC=CC=2)[C@@H]2N1CCC2.B.CSC.[Br:26][C:27]1[CH:35]=[CH:34][CH:33]=[C:32]2[C:28]=1[CH2:29][CH2:30][C:31]2=[O:36]. (4) The reactants are C[O:2][C:3](=[O:23])[CH:4]=[CH:5][O:6][C:7]1[CH:12]=[CH:11][C:10]([C:13]23[CH2:22][CH:17]4[CH2:18][CH:19]([CH2:21][CH:15]([CH2:16]4)[CH2:14]2)[CH2:20]3)=[CH:9][CH:8]=1.O.[OH-].[Li+].Cl. The catalyst is C1COCC1.O.O. The product is [C:13]12([C:10]3[CH:9]=[CH:8][C:7]([O:6]/[CH:5]=[CH:4]/[C:3]([OH:23])=[O:2])=[CH:12][CH:11]=3)[CH2:20][CH:19]3[CH2:21][CH:15]([CH2:16][CH:17]([CH2:18]3)[CH2:22]1)[CH2:14]2. The yield is 0.967. (5) The reactants are [NH2:1][C:2]1[CH:7]=[CH:6][CH:5]=[CH:4][C:3]=1[C:8](=[O:20])[CH2:9][C:10]([C:12]1[CH:17]=[CH:16][C:15]([O:18]C)=[CH:14][CH:13]=1)=O. The catalyst is Br. The product is [OH:18][C:15]1[CH:16]=[CH:17][C:12]([C:10]2[NH:1][C:2]3[C:3]([C:8](=[O:20])[CH:9]=2)=[CH:4][CH:5]=[CH:6][CH:7]=3)=[CH:13][CH:14]=1. The yield is 0.980. (6) The reactants are [H-].[Na+].[N:3]1([CH2:8][C:9]2[CH:14]=[CH:13][C:12]([OH:15])=[CH:11][CH:10]=2)[CH2:7][CH2:6][CH2:5][CH2:4]1.CS(O[CH:21]1[CH2:24][N:23]([C:25]([O:27][C:28]([CH3:31])([CH3:30])[CH3:29])=[O:26])[CH2:22]1)(=O)=O.O. The product is [N:3]1([CH2:8][C:9]2[CH:10]=[CH:11][C:12]([O:15][CH:21]3[CH2:22][N:23]([C:25]([O:27][C:28]([CH3:31])([CH3:30])[CH3:29])=[O:26])[CH2:24]3)=[CH:13][CH:14]=2)[CH2:7][CH2:6][CH2:5][CH2:4]1. The catalyst is CN(C=O)C. The yield is 0.640. (7) The reactants are Cl.[Br:2][C:3]1[CH:4]=[C:5]([Cl:11])[C:6]([CH2:9][NH2:10])=[N:7][CH:8]=1.[C:12]1(=O)[O:17][C:15](=[O:16])[C:14]2=[CH:18][CH:19]=[CH:20][CH:21]=[C:13]12. The catalyst is C1(C)C=CC=CC=1. The product is [Br:2][C:3]1[CH:4]=[C:5]([Cl:11])[C:6]([CH2:9][N:10]2[C:15](=[O:16])[C:14]3[C:13](=[CH:21][CH:20]=[CH:19][CH:18]=3)[C:12]2=[O:17])=[N:7][CH:8]=1. The yield is 0.650. (8) The reactants are [Cl:1][C:2]1[C:7]([C:8](OC)=[O:9])=[CH:6][N:5]=[C:4]([Cl:12])[CH:3]=1.[H-].C([Al+]CC(C)C)C(C)C. The catalyst is ClCCl. The product is [Cl:1][C:2]1[C:7]([CH:8]=[O:9])=[CH:6][N:5]=[C:4]([Cl:12])[CH:3]=1. The yield is 0.450. (9) The reactants are [N:1]1([CH:10]([NH:14][C:15]([O:17][CH2:18][C:19]2[CH:24]=[CH:23][CH:22]=[CH:21][CH:20]=2)=[O:16])[C:11](O)=[O:12])C2C=CC=CC=2N=N1.C(Cl)(=O)C(Cl)=O.[NH2:31][C:32]1[CH:37]=[C:36]([Br:38])[CH:35]=[CH:34][C:33]=1[C:39](=O)[CH3:40].CN1CCOCC1.C([O-])(=O)C.[NH4+].[OH-].[Na+]. The catalyst is C(Cl)Cl.O1CCCC1.O.CN(C)C=O. The yield is 0.530. The product is [Br:38][C:36]1[CH:35]=[CH:34][C:33]2[C:39]([CH3:40])=[N:1][CH:10]([NH:14][C:15](=[O:16])[O:17][CH2:18][C:19]3[CH:24]=[CH:23][CH:22]=[CH:21][CH:20]=3)[C:11](=[O:12])[NH:31][C:32]=2[CH:37]=1. (10) The reactants are [C:1](Cl)(=[O:4])[CH:2]=[CH2:3].[C:6]([NH:16][C@H:17]([C:23]([OH:25])=[O:24])[CH2:18][CH2:19][CH2:20][CH2:21][NH2:22])([O:8][CH2:9][C:10]1[CH:15]=[CH:14][CH:13]=[CH:12][CH:11]=1)=[O:7]. The catalyst is C1COCC1.[OH-].[Na+]. The product is [CH2:9]([O:8][C:6]([NH:16][C@@H:17]([CH2:18][CH2:19][CH2:20][CH2:21][NH:22][C:1](=[O:4])[CH:2]=[CH2:3])[C:23]([OH:25])=[O:24])=[O:7])[C:10]1[CH:15]=[CH:14][CH:13]=[CH:12][CH:11]=1. The yield is 0.930.